Dataset: NCI-60 drug combinations with 297,098 pairs across 59 cell lines. Task: Regression. Given two drug SMILES strings and cell line genomic features, predict the synergy score measuring deviation from expected non-interaction effect. Drug 1: C1C(C(OC1N2C=NC3=C(N=C(N=C32)Cl)N)CO)O. Drug 2: COC1=C2C(=CC3=C1OC=C3)C=CC(=O)O2. Cell line: NCIH23. Synergy scores: CSS=25.4, Synergy_ZIP=-1.77, Synergy_Bliss=-6.71, Synergy_Loewe=-47.8, Synergy_HSA=-8.53.